From a dataset of Peptide-MHC class I binding affinity with 185,985 pairs from IEDB/IMGT. Regression. Given a peptide amino acid sequence and an MHC pseudo amino acid sequence, predict their binding affinity value. This is MHC class I binding data. (1) The peptide sequence is FAALGGSVNI. The MHC is HLA-A02:01 with pseudo-sequence HLA-A02:01. The binding affinity (normalized) is 0.240. (2) The peptide sequence is TLKGTSYKM. The MHC is HLA-B44:02 with pseudo-sequence HLA-B44:02. The binding affinity (normalized) is 0.0847. (3) The peptide sequence is KEKGGLEGM. The MHC is HLA-A02:03 with pseudo-sequence HLA-A02:03. The binding affinity (normalized) is 0. (4) The MHC is HLA-A68:02 with pseudo-sequence HLA-A68:02. The binding affinity (normalized) is 0.299. The peptide sequence is TAYYILKLA. (5) The binding affinity (normalized) is 0.154. The peptide sequence is YLCRHCLNLL. The MHC is HLA-A68:02 with pseudo-sequence HLA-A68:02.